This data is from NCI-60 drug combinations with 297,098 pairs across 59 cell lines. The task is: Regression. Given two drug SMILES strings and cell line genomic features, predict the synergy score measuring deviation from expected non-interaction effect. Drug 1: CCN(CC)CCNC(=O)C1=C(NC(=C1C)C=C2C3=C(C=CC(=C3)F)NC2=O)C. Drug 2: CC(C)(C#N)C1=CC(=CC(=C1)CN2C=NC=N2)C(C)(C)C#N. Cell line: SK-OV-3. Synergy scores: CSS=-5.77, Synergy_ZIP=1.10, Synergy_Bliss=-2.65, Synergy_Loewe=-8.16, Synergy_HSA=-8.37.